This data is from Catalyst prediction with 721,799 reactions and 888 catalyst types from USPTO. The task is: Predict which catalyst facilitates the given reaction. (1) Reactant: [CH3:1][C:2]1[N:3]=[C:4]([NH:12][C:13](=[O:15])[CH3:14])[S:5][C:6]=1[C:7]1[CH:8]=[N:9][NH:10][CH:11]=1.C(N1C=C(C2SC(N[C:34](=[O:36])[CH3:35])=NC=2C)C=N1)C1C=CC=CC=1.CN1[C:43]([S:44](Cl)(=[O:46])=[O:45])=[CH:42][N:41]=C1C.N1C=CC=C[CH:50]=1. Product: [CH3:50][C:42]1[C:43]([S:44]([N:10]2[CH:11]=[C:7]([C:6]3[S:5][C:4]([NH:12][C:13](=[O:15])[CH3:14])=[N:3][C:2]=3[CH3:1])[CH:8]=[N:9]2)(=[O:45])=[O:46])=[C:34]([CH3:35])[O:36][N:41]=1. The catalyst class is: 2. (2) Reactant: Cl.[C:2](=[NH:7])(OCC)[CH3:3].C(N(CC)CC)C.[NH:15]([C:17]([O:19][C:20]([CH3:23])([CH3:22])[CH3:21])=[O:18])[NH2:16].Br.Br[CH2:26][C:27]([C:29]1[CH:30]=[N:31][CH:32]=[CH:33][CH:34]=1)=O. Product: [C:20]([O:19][C:17](=[O:18])[NH:15][N:16]1[CH:26]=[C:27]([C:29]2[CH:30]=[N:31][CH:32]=[CH:33][CH:34]=2)[N:7]=[C:2]1[CH3:3])([CH3:23])([CH3:22])[CH3:21]. The catalyst class is: 8. (3) Reactant: [C:1]([C:5]1[CH:9]=[C:8]([NH2:10])[N:7]([C:11]2[CH:16]=[CH:15][C:14]([O:17][Si:18]([CH:25]([CH3:27])[CH3:26])([CH:22]([CH3:24])[CH3:23])[CH:19]([CH3:21])[CH3:20])=[C:13]([Cl:28])[CH:12]=2)[N:6]=1)([CH3:4])([CH3:3])[CH3:2].C(=O)(O)[O-].[Na+].Cl[C:35]([O:37][C:38]1[CH:43]=[CH:42][CH:41]=[CH:40][CH:39]=1)=[O:36]. Product: [C:38]1([O:37][C:35](=[O:36])[NH:10][C:8]2[N:7]([C:11]3[CH:16]=[CH:15][C:14]([O:17][Si:18]([CH:19]([CH3:20])[CH3:21])([CH:22]([CH3:24])[CH3:23])[CH:25]([CH3:27])[CH3:26])=[C:13]([Cl:28])[CH:12]=3)[N:6]=[C:5]([C:1]([CH3:3])([CH3:2])[CH3:4])[CH:9]=2)[CH:43]=[CH:42][CH:41]=[CH:40][CH:39]=1. The catalyst class is: 13. (4) Reactant: [I:1][C:2]1[CH:7]=[CH:6][CH:5]=[CH:4][C:3]=1[OH:8].[F:9][C:10]([F:14])([F:13])[CH2:11]I.C(=O)([O-])[O-].[K+].[K+]. Product: [I:1][C:2]1[CH:7]=[CH:6][CH:5]=[CH:4][C:3]=1[O:8][CH2:11][C:10]([F:14])([F:13])[F:9]. The catalyst class is: 9. (5) Reactant: [Si]([O:8][CH2:9][C:10]1[C:11]2[N:12]([N:17]=[C:18]([C:20]([F:23])([F:22])[F:21])[CH:19]=2)[C:13]([I:16])=[CH:14][CH:15]=1)(C(C)(C)C)(C)C.[F-].C([N+](CCCC)(CCCC)CCCC)CCC.O1CCCC1.O. Product: [F:23][C:20]([F:21])([F:22])[C:18]1[CH:19]=[C:11]2[C:10]([CH2:9][OH:8])=[CH:15][CH:14]=[C:13]([I:16])[N:12]2[N:17]=1. The catalyst class is: 7. (6) Product: [F:46][C:43]1[CH:42]=[CH:41][C:40]([NH:39][C:38]([C:35]2([C:33]([NH:32][C:29]3[CH:30]=[CH:31][C:26]([O:25][C:23]4[CH:22]=[CH:21][N:20]=[C:19]([NH:9][C:10]([N:59]5[CH2:58][CH2:57][CH:56]([N:53]6[CH2:52][CH2:51][N:50]([CH3:49])[CH2:55][CH2:54]6)[CH2:61][CH2:60]5)=[O:12])[CH:24]=4)=[CH:27][CH:28]=3)=[O:34])[CH2:36][CH2:37]2)=[O:47])=[CH:45][CH:44]=1. The catalyst class is: 9. Reactant: C1(OC(=O)[N:9]([C:19]2[CH:24]=[C:23]([O:25][C:26]3[CH:31]=[CH:30][C:29]([NH:32][C:33]([C:35]4([C:38](=[O:47])[NH:39][C:40]5[CH:45]=[CH:44][C:43]([F:46])=[CH:42][CH:41]=5)[CH2:37][CH2:36]4)=[O:34])=[CH:28][CH:27]=3)[CH:22]=[CH:21][N:20]=2)[C:10]([O:12]C2C=CC=CC=2)=O)C=CC=CC=1.[CH3:49][N:50]1[CH2:55][CH2:54][N:53]([CH:56]2[CH2:61][CH2:60][NH:59][CH2:58][CH2:57]2)[CH2:52][CH2:51]1. (7) Reactant: [F:1][C:2]1[CH:10]=[CH:9][C:8]([OH:11])=[CH:7][C:3]=1[C:4]([OH:6])=[O:5].[Br:12]Br. Product: [Br:12][C:9]1[C:8]([OH:11])=[CH:7][C:3]([C:4]([OH:6])=[O:5])=[C:2]([F:1])[CH:10]=1. The catalyst class is: 52. (8) Reactant: [C:1]1([NH:7][C:8]2[CH:9]=[C:10]([CH:14]=[CH:15][CH:16]=2)[C:11]([OH:13])=O)[CH:6]=[CH:5][CH:4]=[CH:3][CH:2]=1.Cl.[Cl:18][C:19]1[CH:20]=[C:21]2[C:25](=[CH:26][CH:27]=1)[NH:24][CH:23]=[C:22]2[CH2:28][CH2:29][NH2:30].CN(C(ON1N=NC2C=CC=NC1=2)=[N+](C)C)C.F[P-](F)(F)(F)(F)F. Product: [Cl:18][C:19]1[CH:20]=[C:21]2[C:25](=[CH:26][CH:27]=1)[NH:24][CH:23]=[C:22]2[CH2:28][CH2:29][NH:30][C:11](=[O:13])[C:10]1[CH:14]=[CH:15][CH:16]=[C:8]([NH:7][C:1]2[CH:2]=[CH:3][CH:4]=[CH:5][CH:6]=2)[CH:9]=1. The catalyst class is: 3. (9) Reactant: N(C(OC(C)(C)C)=O)=NC(OC(C)(C)C)=O.[CH3:17][O:18][C:19](=[O:31])[CH2:20][C@H:21]1[C:25]2[CH:26]=[CH:27][C:28]([OH:30])=[CH:29][C:24]=2[O:23][CH2:22]1.[Br:32][C:33]1[CH:41]=[CH:40][C:39]([F:42])=[C:38]2[C:34]=1[CH2:35][CH2:36][C@@H:37]2O.C(P(CCCC)CCCC)CCC.C([O-])(O)=O.[Na+]. Product: [CH3:17][O:18][C:19](=[O:31])[CH2:20][C@H:21]1[C:25]2[CH:26]=[CH:27][C:28]([O:30][C@H:37]3[C:38]4[C:34](=[C:33]([Br:32])[CH:41]=[CH:40][C:39]=4[F:42])[CH2:35][CH2:36]3)=[CH:29][C:24]=2[O:23][CH2:22]1. The catalyst class is: 7. (10) Reactant: [NH2:1][CH2:2][C:3]([NH:5][CH:6]1[CH2:11][CH2:10][C:9]([N:18]([CH3:20])[CH3:19])([C:12]2[CH:17]=[CH:16][CH:15]=[CH:14][CH:13]=2)[CH2:8][CH2:7]1)=[O:4].[Cl-].[CH3:22][O:23]C1N=C(OC)N=C([N+]2(C)CCOCC2)N=1.[NH:39]1[C:47]2[C:42](=[CH:43][CH:44]=[CH:45][CH:46]=2)[C:41]([CH:48]([CH3:52])C(O)=O)=[CH:40]1. Product: [CH3:19][N:18]([CH3:20])[C:9]1([C:12]2[CH:13]=[CH:14][CH:15]=[CH:16][CH:17]=2)[CH2:10][CH2:11][CH:6]([NH:5][C:3]([CH2:2][NH:1][C:22](=[O:23])[CH2:52][CH2:48][C:41]2[C:42]3[C:47](=[CH:46][CH:45]=[CH:44][CH:43]=3)[NH:39][CH:40]=2)=[O:4])[CH2:7][CH2:8]1. The catalyst class is: 5.